This data is from NCI-60 drug combinations with 297,098 pairs across 59 cell lines. The task is: Regression. Given two drug SMILES strings and cell line genomic features, predict the synergy score measuring deviation from expected non-interaction effect. (1) Drug 1: C1CCN(CC1)CCOC2=CC=C(C=C2)C(=O)C3=C(SC4=C3C=CC(=C4)O)C5=CC=C(C=C5)O. Drug 2: CC12CCC3C(C1CCC2OP(=O)(O)O)CCC4=C3C=CC(=C4)OC(=O)N(CCCl)CCCl.[Na+]. Cell line: A549. Synergy scores: CSS=-9.64, Synergy_ZIP=4.50, Synergy_Bliss=0.0901, Synergy_Loewe=-4.43, Synergy_HSA=-6.75. (2) Cell line: COLO 205. Drug 1: C1CCC(CC1)NC(=O)N(CCCl)N=O. Drug 2: B(C(CC(C)C)NC(=O)C(CC1=CC=CC=C1)NC(=O)C2=NC=CN=C2)(O)O. Synergy scores: CSS=21.8, Synergy_ZIP=6.97, Synergy_Bliss=10.8, Synergy_Loewe=11.7, Synergy_HSA=10.7. (3) Drug 1: C1CC(=O)NC(=O)C1N2CC3=C(C2=O)C=CC=C3N. Synergy scores: CSS=44.8, Synergy_ZIP=9.51, Synergy_Bliss=9.29, Synergy_Loewe=-7.55, Synergy_HSA=11.0. Cell line: HL-60(TB). Drug 2: CS(=O)(=O)OCCCCOS(=O)(=O)C. (4) Drug 1: C1C(C(OC1N2C=C(C(=O)NC2=O)F)CO)O. Drug 2: C1=NC2=C(N=C(N=C2N1C3C(C(C(O3)CO)O)O)F)N. Cell line: MDA-MB-231. Synergy scores: CSS=17.9, Synergy_ZIP=-7.74, Synergy_Bliss=-0.410, Synergy_Loewe=-4.15, Synergy_HSA=2.33.